From a dataset of Forward reaction prediction with 1.9M reactions from USPTO patents (1976-2016). Predict the product of the given reaction. (1) Given the reactants [Cl:1][C:2]1[CH:24]=[CH:23][C:5]([CH2:6][NH:7][C:8]([C:10]2[C:19](=[O:20])[C:18]3[C:13](=[CH:14][CH:15]=[C:16](I)[CH:17]=3)[N:12]([CH3:22])[N:11]=2)=[O:9])=[CH:4][CH:3]=1.[CH2:25]([OH:28])[C:26]#[CH:27], predict the reaction product. The product is: [Cl:1][C:2]1[CH:24]=[CH:23][C:5]([CH2:6][NH:7][C:8]([C:10]2[C:19](=[O:20])[C:18]3[C:13](=[CH:14][CH:15]=[C:16]([C:27]#[C:26][CH2:25][OH:28])[CH:17]=3)[N:12]([CH3:22])[N:11]=2)=[O:9])=[CH:4][CH:3]=1. (2) Given the reactants [CH3:1][O:2][CH:3]([O:15][CH3:16])[CH:4]([C:6]1[C:11]([CH3:12])=[CH:10][C:9]([OH:13])=[C:8]([CH3:14])[CH:7]=1)[OH:5].C([O-])([O-])=O.[K+].[K+].Br[CH2:24][C:25]([O:27][CH2:28][CH3:29])=[O:26].[Na+].[I-].C(N(CC)CC)C, predict the reaction product. The product is: [CH3:1][O:2][CH:3]([O:15][CH3:16])[CH:4]([C:6]1[C:11]([CH3:12])=[CH:10][C:9]([O:13][CH2:24][C:25]([O:27][CH2:28][CH3:29])=[O:26])=[C:8]([CH3:14])[CH:7]=1)[OH:5]. (3) Given the reactants C[C@@H:2]([C@@H:9]1[C@@:13]2([CH3:30])CCC3[C@@]4(C)CC[C@H](O)C(C)(C)[C@@H]4CCC=3[C@]2(C)C[CH2:10]1)[CH2:3][CH2:4][CH:5]=[C:6]([CH3:8])[CH3:7].C[C@@H]([C@@H]1[C@@]2(C)CC[C@@:47]34[CH2:53][C@:52]53[CH2:54][CH2:55][C@H:56]([OH:60])[C:57]([CH3:59])([CH3:58])[C@@H]5CC[C@H]4[C@]2(C)CC1)CCC=C(C)C.[CH3:63][CH:64]([CH2:66][CH2:67][CH2:68][C@H:69]([C@@H:71]1[C@]2(C)[C@H]([C@H]3[C@H](CC2)[C@]2(C)C(C[C@H](CC2)O)=CC3)C[CH2:72]1)[CH3:70])[CH3:65].CC1C(CCC(O)=O)=C(CC2NC(/C=C3/C(C=C)=C(C)C(N/3)=O)=C(C)C=2CCC(O)=O)NC=1/C=C1/C(C)=C(C=C)C(N/1)=O.O1C(C)(C)[C@@H]1CC[C@H]([C@@H]1[C@]2(C)[C@H]([C@H]3[C@H](CC2)[C@]2(C)C(C[C@H](CC2)O)=CC3)CC1)C.[O-]CC(=CCC/C(=C/CC/C(=C/CC/C=C(/CC/C=C(/CCC=C(C)C)\C)\C)/C)/C)C, predict the reaction product. The product is: [CH3:63][C:64]([CH3:65])=[CH:66][CH2:67][CH2:68]/[C:69](/[CH3:70])=[CH:71]/[CH2:72][CH2:7]/[C:6](/[CH3:8])=[CH:5]/[CH2:4][CH2:3]/[CH:2]=[C:9](/[CH2:13][CH2:30]/[CH:53]=[C:52](/[CH2:54][CH2:55][CH:56]1[O:60][C:57]1([CH3:58])[CH3:59])\[CH3:47])\[CH3:10]. (4) Given the reactants [CH3:1][C:2]([S@:5]([NH2:7])=[O:6])([CH3:4])[CH3:3].[Br:8][C:9]1[CH:10]=[CH:11][C:12]([CH:15]=O)=[N:13][CH:14]=1, predict the reaction product. The product is: [Br:8][C:9]1[CH:10]=[CH:11][C:12](/[CH:15]=[N:7]/[S@@:5]([C:2]([CH3:4])([CH3:3])[CH3:1])=[O:6])=[N:13][CH:14]=1. (5) Given the reactants [NH2:1][C:2]1[C:3]([C:12]([NH:14][C@@H:15]([C:20]2[CH:25]=[CH:24][C:23]([OH:26])=[CH:22][CH:21]=2)[C:16]([O:18][CH3:19])=[O:17])=[O:13])=[CH:4][C:5]2[C:10]([CH:11]=1)=[CH:9][CH:8]=[CH:7][CH:6]=2.[N:27]([C:30]1[C:35]([CH3:36])=[CH:34][C:33]([CH3:37])=[CH:32][C:31]=1[CH3:38])=[C:28]=[O:29], predict the reaction product. The product is: [OH:26][C:23]1[CH:22]=[CH:21][C:20]([C@H:15]([NH:14][C:12]([C:3]2[C:2]([NH:1][C:28]([NH:27][C:30]3[C:31]([CH3:38])=[CH:32][C:33]([CH3:37])=[CH:34][C:35]=3[CH3:36])=[O:29])=[CH:11][C:10]3[C:5](=[CH:6][CH:7]=[CH:8][CH:9]=3)[CH:4]=2)=[O:13])[C:16]([O:18][CH3:19])=[O:17])=[CH:25][CH:24]=1. (6) The product is: [Cl:21][C:22]1[N:30]=[CH:29][CH:28]=[CH:27][C:23]=1[C:24]([NH:11][C:6]1[CH:7]=[CH:8][CH:9]=[CH:10][C:5]=1[NH:4][CH:1]1[CH2:3][CH2:2]1)=[O:25]. Given the reactants [CH:1]1([NH:4][C:5]2[C:6]([NH2:11])=[CH:7][CH:8]=[CH:9][CH:10]=2)[CH2:3][CH2:2]1.C(N(C(C)C)CC)(C)C.[Cl:21][C:22]1[N:30]=[CH:29][CH:28]=[CH:27][C:23]=1[C:24](Cl)=[O:25], predict the reaction product. (7) Given the reactants [C:1]([O:5][C:6](=[O:17])[N:7]([CH2:14][CH:15]=[CH2:16])[CH2:8][C:9]#[C:10][CH2:11][CH2:12][CH3:13])([CH3:4])([CH3:3])[CH3:2].C[N+]1([O-])CC[O:22][CH2:21]C1, predict the reaction product. The product is: [C:1]([O:5][C:6]([N:7]1[CH2:14][CH:15]2[CH2:16][C:21](=[O:22])[C:10]([CH2:11][CH2:12][CH3:13])=[C:9]2[CH2:8]1)=[O:17])([CH3:3])([CH3:2])[CH3:4].